This data is from Full USPTO retrosynthesis dataset with 1.9M reactions from patents (1976-2016). The task is: Predict the reactants needed to synthesize the given product. (1) Given the product [CH:4]([OH:6])=[O:5].[Cl:32][C:33]1[CH:59]=[CH:58][C:36]2[N:37]3[C:41]([CH2:42][N:43]([C:4](=[O:5])[CH2:3][N:2]([CH3:7])[CH3:1])[CH2:44][C:35]=2[CH:34]=1)=[N:40][N:39]=[C:38]3[C@H:45]1[CH2:50][CH2:49][C@H:48]([C:51]2[C:56]([F:57])=[CH:55][CH:54]=[CH:53][N:52]=2)[CH2:47][CH2:46]1, predict the reactants needed to synthesize it. The reactants are: [CH3:1][N:2]([CH3:7])[CH2:3][C:4]([OH:6])=[O:5].CN(C(ON1N=NC2C=CC=NC1=2)=[N+](C)C)C.F[P-](F)(F)(F)(F)F.[Cl:32][C:33]1[CH:59]=[CH:58][C:36]2[N:37]3[C:41]([CH2:42][NH:43][CH2:44][C:35]=2[CH:34]=1)=[N:40][N:39]=[C:38]3[C@H:45]1[CH2:50][CH2:49][C@H:48]([C:51]2[C:56]([F:57])=[CH:55][CH:54]=[CH:53][N:52]=2)[CH2:47][CH2:46]1.C(N(C(C)C)C(C)C)C. (2) Given the product [NH2:1][C:2]1[N:6]([C@H:7]2[CH2:12][CH2:11][C@H:10]([O:13][Si:33]([C:36]([CH3:39])([CH3:38])[CH3:37])([CH3:35])[CH3:34])[CH2:9][CH2:8]2)[C:5]2[CH:14]=[CH:15][C:16]([C:18]([O:20][CH2:21][CH3:22])=[O:19])=[CH:17][C:4]=2[N:3]=1, predict the reactants needed to synthesize it. The reactants are: [NH2:1][C:2]1[N:6]([C@H:7]2[CH2:12][CH2:11][C@H:10]([OH:13])[CH2:9][CH2:8]2)[C:5]2[CH:14]=[CH:15][C:16]([C:18]([O:20][CH2:21][CH3:22])=[O:19])=[CH:17][C:4]=2[N:3]=1.CN(C)C=O.N1C=CN=C1.[Si:33](Cl)([C:36]([CH3:39])([CH3:38])[CH3:37])([CH3:35])[CH3:34]. (3) The reactants are: [CH2:1]([C:3]1[CH:8]=[C:7]([CH2:9]O)[CH:6]=[CH:5][C:4]=1[C:11]1[CH:16]=[CH:15][CH:14]=[CH:13][CH:12]=1)[CH3:2].C1C=CC(P(C2C=CC=CC=2)C2C=CC=CC=2)=CC=1.C(Br)(Br)(Br)[Br:37]. Given the product [Br:37][CH2:9][C:7]1[CH:6]=[CH:5][C:4]([C:11]2[CH:16]=[CH:15][CH:14]=[CH:13][CH:12]=2)=[C:3]([CH2:1][CH3:2])[CH:8]=1, predict the reactants needed to synthesize it. (4) Given the product [CH3:34][O:33][C:31]([C:30]1[N:19]=[CH:18][C:6]2[C:5]([C:4]=1[OH:3])=[CH:10][CH:9]=[C:8]([O:11][C:12]1[CH:17]=[CH:16][CH:15]=[CH:14][N:13]=1)[CH:7]=2)=[O:32], predict the reactants needed to synthesize it. The reactants are: C([O:3][C:4](=O)[C:5]1[CH:10]=[CH:9][C:8]([O:11][C:12]2[CH:17]=[CH:16][CH:15]=[CH:14][N:13]=2)=[CH:7][C:6]=1[CH2:18][N:19]([CH2:30][C:31]([O:33][CH3:34])=[O:32])S(C1C=CC(C)=CC=1)(=O)=O)C.C[O-].[Na+].CC(O)=O. (5) Given the product [F:31][C:27]1[CH:26]=[C:25]([CH:30]=[CH:29][CH:28]=1)[CH2:24][N:20]1[CH2:19][CH2:18][CH:17]([CH2:16][O:15][C:5]2[C:4]([CH:1]3[CH2:3][CH2:2]3)=[CH:13][C:8]([C:9]([O:11][CH3:12])=[O:10])=[C:7]([F:14])[CH:6]=2)[CH2:22][CH2:21]1, predict the reactants needed to synthesize it. The reactants are: [CH:1]1([C:4]2[C:5]([O:15][CH2:16][CH:17]3[CH2:22][CH2:21][NH:20][CH2:19][CH2:18]3)=[CH:6][C:7]([F:14])=[C:8]([CH:13]=2)[C:9]([O:11][CH3:12])=[O:10])[CH2:3][CH2:2]1.Cl[CH2:24][C:25]1[CH:30]=[CH:29][CH:28]=[C:27]([F:31])[CH:26]=1.[I-].[Na+].C(=O)([O-])[O-].[K+].[K+]. (6) Given the product [Cl:1][C:2]1[C:7]([F:8])=[C:6]([O:9][CH3:10])[CH:5]=[CH:4][C:3]=1[CH:11]([NH:19][N:42]1[C:41]2[C:4](=[CH:5][CH:6]=[C:7]([F:8])[CH:2]=2)[CH:3]=[CH:11][C:44]1=[O:45])[C:12]1([C:15]([F:17])([F:16])[F:18])[CH2:14][O:13]1, predict the reactants needed to synthesize it. The reactants are: [Cl:1][C:2]1[C:7]([F:8])=[C:6]([O:9][CH3:10])[CH:5]=[CH:4][C:3]=1[CH:11]([NH:19]C1C=C(F)C=C2C=1C=CC(=O)N2)[C:12]1([C:15]([F:18])([F:17])[F:16])[CH2:14][O:13]1.C([O-])([O-])=O.[Cs+].[Cs+].CS.O.[CH3:41][N:42]([CH:44]=[O:45])C. (7) Given the product [Br:11][CH2:9][CH2:8][C:5]1[CH:4]=[CH:3][C:2]([Cl:1])=[CH:7][N:6]=1, predict the reactants needed to synthesize it. The reactants are: [Cl:1][C:2]1[CH:3]=[CH:4][C:5]([CH2:8][CH2:9]O)=[N:6][CH:7]=1.[BrH:11]. (8) Given the product [Br:12][C:5]1[C:4](=[O:11])[NH:3][N:2]([CH3:1])[C:6]=1[C:7]([F:8])([F:9])[F:10], predict the reactants needed to synthesize it. The reactants are: [CH3:1][N:2]1[C:6]([C:7]([F:10])([F:9])[F:8])=[CH:5][C:4]([OH:11])=[N:3]1.[Br:12]Br.